Dataset: Forward reaction prediction with 1.9M reactions from USPTO patents (1976-2016). Task: Predict the product of the given reaction. Given the reactants [Br:1][C:2]1[C:10]2[C:5](=[N:6][CH:7]=[N:8][C:9]=2[NH2:11])[NH:4][N:3]=1.O[CH:13]1[CH2:18][N:17]([C:19]([O:21][C:22]([CH3:25])([CH3:24])[CH3:23])=[O:20])[CH:16]([CH3:26])[CH2:15][CH2:14]1.C1(P(C2C=CC=CC=2)C2C=CC=CC=2)C=CC=CC=1.CC(OC(/N=N/C(OC(C)C)=O)=O)C, predict the reaction product. The product is: [NH2:11][C:9]1[N:8]=[CH:7][N:6]=[C:5]2[N:4]([CH:13]3[CH2:18][N:17]([C:19]([O:21][C:22]([CH3:25])([CH3:24])[CH3:23])=[O:20])[CH:16]([CH3:26])[CH2:15][CH2:14]3)[N:3]=[C:2]([Br:1])[C:10]=12.